This data is from Forward reaction prediction with 1.9M reactions from USPTO patents (1976-2016). The task is: Predict the product of the given reaction. (1) Given the reactants [NH2:1][C:2]1[C:7]([N+:8]([O-])=O)=[CH:6][CH:5]=[CH:4][C:3]=1[CH2:11][CH2:12][OH:13].[H][H], predict the reaction product. The product is: [NH2:1][C:2]1[C:7]([NH2:8])=[CH:6][CH:5]=[CH:4][C:3]=1[CH2:11][CH2:12][OH:13]. (2) Given the reactants [F:1][C:2]([F:15])([F:14])[C:3]1[CH:4]=[C:5]([CH2:9][CH2:10][C:11](O)=[O:12])[CH:6]=[CH:7][CH:8]=1.CSC.B.Cl, predict the reaction product. The product is: [F:1][C:2]([F:14])([F:15])[C:3]1[CH:4]=[C:5]([CH2:9][CH2:10][CH2:11][OH:12])[CH:6]=[CH:7][CH:8]=1. (3) Given the reactants [Br:1][C:2]1[N:6]=[C:5](Cl)[S:4][N:3]=1.CC1(C)C(C)(C)OB([C:16]2[CH:21]=[CH:20][C:19]([O:22][CH:23]([CH3:25])[CH3:24])=[C:18]([C:26]([F:29])([F:28])[F:27])[CH:17]=2)O1.P([O-])([O-])([O-])=O.[K+].[K+].[K+], predict the reaction product. The product is: [Br:1][C:2]1[N:6]=[C:5]([C:16]2[CH:21]=[CH:20][C:19]([O:22][CH:23]([CH3:24])[CH3:25])=[C:18]([C:26]([F:27])([F:29])[F:28])[CH:17]=2)[S:4][N:3]=1. (4) Given the reactants [CH3:1][O:2][C:3]1[C:8]2[N:9]=[C:10]([NH:12][C:13]3[CH:18]=[CH:17][CH:16]=[CH:15][C:14]=3[CH3:19])[O:11][C:7]=2[CH:6]=[C:5]([CH2:20][C:21]([NH:23][C:24]2[CH:29]=[CH:28][C:27]([C@H:30]([CH3:37])[CH2:31][C:32]([O:34]CC)=[O:33])=[CH:26][CH:25]=2)=[O:22])[CH:4]=1.[OH-].[Li+].Cl, predict the reaction product. The product is: [CH3:1][O:2][C:3]1[C:8]2[N:9]=[C:10]([NH:12][C:13]3[CH:18]=[CH:17][CH:16]=[CH:15][C:14]=3[CH3:19])[O:11][C:7]=2[CH:6]=[C:5]([CH2:20][C:21]([NH:23][C:24]2[CH:25]=[CH:26][C:27]([CH:30]([CH3:37])[CH2:31][C:32]([OH:34])=[O:33])=[CH:28][CH:29]=2)=[O:22])[CH:4]=1. (5) Given the reactants C(NC(C)C)(C)C.C([Li])CCC.[C:13]1([CH3:30])[CH:18]=[C:17]([CH3:19])[CH:16]=[C:15]([CH3:20])[C:14]=1[C:21]1[N:26]=[C:25]([CH2:27][C:28]#[N:29])[CH:24]=[CH:23][CH:22]=1.C([O:33][CH:34]=[C:35]([C:41](OCC)=O)[C:36]([O:38][CH2:39][CH3:40])=[O:37])C, predict the reaction product. The product is: [C:28]([C:27]1[CH:41]=[C:35]([C:36]([O:38][CH2:39][CH3:40])=[O:37])[C:34](=[O:33])[N:26]2[C:25]=1[CH:24]=[CH:23][CH:22]=[C:21]2[C:14]1[C:15]([CH3:20])=[CH:16][C:17]([CH3:19])=[CH:18][C:13]=1[CH3:30])#[N:29].